From a dataset of Peptide-MHC class I binding affinity with 185,985 pairs from IEDB/IMGT. Regression. Given a peptide amino acid sequence and an MHC pseudo amino acid sequence, predict their binding affinity value. This is MHC class I binding data. (1) The MHC is HLA-B07:02 with pseudo-sequence HLA-B07:02. The binding affinity (normalized) is 0.0473. The peptide sequence is KIQNFRVYY. (2) The peptide sequence is LPVWLAHKVA. The MHC is HLA-B35:01 with pseudo-sequence HLA-B35:01. The binding affinity (normalized) is 0.186. (3) The peptide sequence is DTWHGFKNM. The MHC is HLA-B46:01 with pseudo-sequence HLA-B46:01. The binding affinity (normalized) is 0.0847.